This data is from NCI-60 drug combinations with 297,098 pairs across 59 cell lines. The task is: Regression. Given two drug SMILES strings and cell line genomic features, predict the synergy score measuring deviation from expected non-interaction effect. (1) Drug 1: COC1=CC(=CC(=C1O)OC)C2C3C(COC3=O)C(C4=CC5=C(C=C24)OCO5)OC6C(C(C7C(O6)COC(O7)C8=CC=CS8)O)O. Drug 2: C1CCC(CC1)NC(=O)N(CCCl)N=O. Cell line: NCI-H322M. Synergy scores: CSS=-3.55, Synergy_ZIP=-2.88, Synergy_Bliss=-8.46, Synergy_Loewe=-10.8, Synergy_HSA=-8.36. (2) Drug 2: CC1=C(C(=CC=C1)Cl)NC(=O)C2=CN=C(S2)NC3=CC(=NC(=N3)C)N4CCN(CC4)CCO. Drug 1: CC=C1C(=O)NC(C(=O)OC2CC(=O)NC(C(=O)NC(CSSCCC=C2)C(=O)N1)C(C)C)C(C)C. Cell line: NCIH23. Synergy scores: CSS=18.8, Synergy_ZIP=-1.82, Synergy_Bliss=-2.28, Synergy_Loewe=-16.5, Synergy_HSA=-1.14. (3) Drug 1: C1=NC2=C(N1)C(=S)N=CN2. Drug 2: CS(=O)(=O)OCCCCOS(=O)(=O)C. Cell line: UACC-257. Synergy scores: CSS=24.4, Synergy_ZIP=-5.51, Synergy_Bliss=0.436, Synergy_Loewe=-9.52, Synergy_HSA=-0.995. (4) Drug 1: CS(=O)(=O)OCCCCOS(=O)(=O)C. Drug 2: C1CC(=O)NC(=O)C1N2C(=O)C3=CC=CC=C3C2=O. Cell line: U251. Synergy scores: CSS=21.0, Synergy_ZIP=-0.331, Synergy_Bliss=5.36, Synergy_Loewe=5.62, Synergy_HSA=4.02. (5) Drug 1: CCCS(=O)(=O)NC1=C(C(=C(C=C1)F)C(=O)C2=CNC3=C2C=C(C=N3)C4=CC=C(C=C4)Cl)F. Drug 2: C1=NC2=C(N=C(N=C2N1C3C(C(C(O3)CO)O)O)F)N. Cell line: SF-295. Synergy scores: CSS=-0.719, Synergy_ZIP=-0.204, Synergy_Bliss=-0.345, Synergy_Loewe=-1.43, Synergy_HSA=-1.08.